This data is from Forward reaction prediction with 1.9M reactions from USPTO patents (1976-2016). The task is: Predict the product of the given reaction. (1) Given the reactants [N+:1]([C:4]1[CH:9]=[CH:8][C:7]([O:10][CH2:11][CH2:12][CH2:13][CH2:14][CH3:15])=[C:6]([C:16]([F:19])([F:18])[F:17])[CH:5]=1)([O-])=O.[H][H], predict the reaction product. The product is: [CH2:11]([O:10][C:7]1[CH:8]=[CH:9][C:4]([NH2:1])=[CH:5][C:6]=1[C:16]([F:17])([F:18])[F:19])[CH2:12][CH2:13][CH2:14][CH3:15]. (2) Given the reactants [CH3:1][O:2][C:3]1[CH:10]=[CH:9][C:8]([O:11]C)=[CH:7][C:4]=1[CH:5]=[O:6], predict the reaction product. The product is: [OH:11][C:8]1[CH:9]=[CH:10][C:3]([O:2][CH3:1])=[C:4]([CH:7]=1)[CH:5]=[O:6].